From a dataset of Forward reaction prediction with 1.9M reactions from USPTO patents (1976-2016). Predict the product of the given reaction. (1) Given the reactants [OH:1][CH2:2][CH2:3][N:4](C)[C:5](=O)OC(C)(C)C.C(N(CC)CC)C.[CH3:20][C:21]([CH3:26])([CH3:25])[C:22]([Cl:24])=[O:23], predict the reaction product. The product is: [ClH:24].[CH3:20][C:21]([CH3:26])([CH3:25])[C:22]([O:1][CH2:2][CH2:3][NH:4][CH3:5])=[O:23]. (2) Given the reactants [CH2:1]([N:7]1[C:12](=O)[CH:11]2[CH:9]([C:10]2([CH:23]([CH3:25])[CH3:24])[C:14]2[CH:19]=[CH:18][CH:17]=[C:16]([N+:20]([O-:22])=[O:21])[CH:15]=2)[C:8]1=O)[CH2:2][CH2:3][CH2:4][CH2:5][CH3:6].O1CCCC1.B.CO, predict the reaction product. The product is: [CH2:1]([N:7]1[CH2:12][CH:11]2[CH:9]([C:10]2([CH:23]([CH3:24])[CH3:25])[C:14]2[CH:19]=[CH:18][CH:17]=[C:16]([N+:20]([O-:22])=[O:21])[CH:15]=2)[CH2:8]1)[CH2:2][CH2:3][CH2:4][CH2:5][CH3:6]. (3) The product is: [N:34]1([C:12]([C:11]2[CH:10]=[C:9]([CH:17]=[CH:16][CH:15]=2)[CH2:8][N:7]2[C:2](=[O:1])[CH:3]=[CH:4][C:5]([C:18]3[O:22][N:21]=[C:20]([C:23]4[CH:28]=[CH:27][C:26]([O:29][C:30]([F:31])([F:33])[F:32])=[CH:25][CH:24]=4)[N:19]=3)=[N:6]2)=[O:13])[CH2:37][CH2:36][CH2:35]1. Given the reactants [O:1]=[C:2]1[N:7]([CH2:8][C:9]2[CH:10]=[C:11]([CH:15]=[CH:16][CH:17]=2)[C:12](Cl)=[O:13])[N:6]=[C:5]([C:18]2[O:22][N:21]=[C:20]([C:23]3[CH:28]=[CH:27][C:26]([O:29][C:30]([F:33])([F:32])[F:31])=[CH:25][CH:24]=3)[N:19]=2)[CH:4]=[CH:3]1.[NH:34]1[CH2:37][CH2:36][CH2:35]1, predict the reaction product. (4) Given the reactants [CH3:1][O:2][C:3]1[CH:8]=[CH:7][CH:6]=[CH:5][C:4]=1[C:9]1[N:14]=[CH:13][N:12]=[C:11]([NH:15][C:16]2[CH:17]=[C:18]([CH2:22][S:23]([NH2:26])(=[O:25])=[O:24])[CH:19]=[CH:20][CH:21]=2)[N:10]=1.ClC1N=CN=C(NC2C=C(CS(N)(=O)=O)C=CC=2)N=1.[F:46]C1C=CC(OC)=C(B(O)O)C=1, predict the reaction product. The product is: [F:46][C:6]1[CH:7]=[CH:8][C:3]([O:2][CH3:1])=[C:4]([C:9]2[N:14]=[CH:13][N:12]=[C:11]([NH:15][C:16]3[CH:17]=[C:18]([CH2:22][S:23]([NH2:26])(=[O:25])=[O:24])[CH:19]=[CH:20][CH:21]=3)[N:10]=2)[CH:5]=1. (5) Given the reactants [H-].[Na+].[CH3:3][C:4]1[C:12]2[NH:11][C:10]3[CH2:13][CH2:14][N:15]4[CH:19]([C:9]=3[C:8]=2[CH:7]=[C:6]([CH3:20])[CH:5]=1)[CH2:18][CH2:17][CH2:16]4.[CH3:21][C:22]1([C:25]2[CH:30]=[CH:29][N:28]=[CH:27][CH:26]=2)[CH2:24][O:23]1, predict the reaction product. The product is: [CH3:3][C:4]1[C:12]2[N:11]([CH2:21][C:22]([C:25]3[CH:30]=[CH:29][N:28]=[CH:27][CH:26]=3)([OH:23])[CH3:24])[C:10]3[CH2:13][CH2:14][N:15]4[CH:19]([C:9]=3[C:8]=2[CH:7]=[C:6]([CH3:20])[CH:5]=1)[CH2:18][CH2:17][CH2:16]4. (6) The product is: [C:1]1([S:7]([N:10]2[CH2:15][CH2:14][C@@H:13]([C:16]3[CH:21]=[CH:20][CH:19]=[CH:18][CH:17]=3)[C@H:12]([C:22]3[CH:23]=[C:24]([C:37]4[CH:36]=[CH:35][CH:34]=[C:33]([S:30]([CH3:29])(=[O:32])=[O:31])[CH:38]=4)[CH:25]=[CH:26][CH:27]=3)[CH2:11]2)(=[O:9])=[O:8])[CH:6]=[CH:5][CH:4]=[CH:3][CH:2]=1. Given the reactants [C:1]1([S:7]([N:10]2[CH2:15][CH2:14][C@@H:13]([C:16]3[CH:21]=[CH:20][CH:19]=[CH:18][CH:17]=3)[C@H:12]([C:22]3[CH:27]=[CH:26][CH:25]=[C:24](Cl)[CH:23]=3)[CH2:11]2)(=[O:9])=[O:8])[CH:6]=[CH:5][CH:4]=[CH:3][CH:2]=1.[CH3:29][S:30]([C:33]1[CH:34]=[C:35](B(O)O)[CH:36]=[CH:37][CH:38]=1)(=[O:32])=[O:31].[F-].[K+].C1(P(C2C=CC=CC=2)C2C=CC=CC=2)C=CC=CC=1, predict the reaction product. (7) Given the reactants [CH3:1][N:2]1[C:6](=O)[CH:5]=[C:4]([CH3:8])[NH:3]1.O=P(Cl)(Cl)[Cl:11].CN([CH:17]=[O:18])C.C(=O)(O)[O-].[Na+], predict the reaction product. The product is: [Cl:11][C:6]1[N:2]([CH3:1])[N:3]=[C:4]([CH3:8])[C:5]=1[CH:17]=[O:18].